The task is: Regression. Given a peptide amino acid sequence and an MHC pseudo amino acid sequence, predict their binding affinity value. This is MHC class II binding data.. This data is from Peptide-MHC class II binding affinity with 134,281 pairs from IEDB. (1) The peptide sequence is KGSNDHYLALLVKYA. The MHC is DRB1_0405 with pseudo-sequence DRB1_0405. The binding affinity (normalized) is 0.604. (2) The peptide sequence is ITKGKVDPTDYFRNE. The MHC is HLA-DPA10201-DPB11401 with pseudo-sequence HLA-DPA10201-DPB11401. The binding affinity (normalized) is 0. (3) The peptide sequence is ASIIRLVGAVLAEQH. The MHC is DRB1_0101 with pseudo-sequence DRB1_0101. The binding affinity (normalized) is 0.610. (4) The peptide sequence is EGGTKTEAEDVIPEG. The MHC is HLA-DQA10501-DQB10201 with pseudo-sequence HLA-DQA10501-DQB10201. The binding affinity (normalized) is 0.582.